Dataset: Full USPTO retrosynthesis dataset with 1.9M reactions from patents (1976-2016). Task: Predict the reactants needed to synthesize the given product. (1) Given the product [Cl:10][C:11]1[CH:16]=[C:15]([N:17]=[C:6]=[S:7])[CH:14]=[C:13]([F:18])[C:12]=1[C:19]1[CH:24]=[CH:23][C:22]([S:25]([CH3:28])(=[O:27])=[O:26])=[CH:21][CH:20]=1, predict the reactants needed to synthesize it. The reactants are: C(=O)([O-])[O-].[Ca+2].[C:6](Cl)(Cl)=[S:7].[Cl:10][C:11]1[CH:16]=[C:15]([NH2:17])[CH:14]=[C:13]([F:18])[C:12]=1[C:19]1[CH:24]=[CH:23][C:22]([S:25]([CH3:28])(=[O:27])=[O:26])=[CH:21][CH:20]=1.Cl. (2) Given the product [CH:1]1([CH2:6][C@H:7]([CH2:24][N:25]([CH:34]=[O:35])[OH:26])[C:8]([N:10]2[C@H:14]([C:15]([NH:17][C:18]3[CH:23]=[CH:22][N:21]=[CH:20][N:19]=3)=[O:16])[CH2:13][CH:12]=[N:11]2)=[O:9])[CH2:2][CH2:3][CH2:4][CH2:5]1, predict the reactants needed to synthesize it. The reactants are: [CH:1]1([CH2:6][C@H:7]([CH2:24][N:25]([CH:34]=[O:35])[O:26]CC2C=CC=CC=2)[C:8]([N:10]2[C@H:14]([C:15]([NH:17][C:18]3[CH:23]=[CH:22][N:21]=[CH:20][N:19]=3)=[O:16])[CH2:13][CH:12]=[N:11]2)=[O:9])[CH2:5][CH2:4][CH2:3][CH2:2]1. (3) Given the product [CH:1]1([C@H:7]2[N:12]3[CH:13]=[CH:14][C:15]4[CH:16]=[CH:17][CH:18]=[C:10]([C:11]=43)[O:9][CH2:8]2)[CH2:2][CH2:3][CH2:4][CH2:5][CH2:6]1, predict the reactants needed to synthesize it. The reactants are: [CH:1]1([C@H:7]2[N:12]3[C:13](C(OCC)=O)=[CH:14][C:15]4[CH:16]=[CH:17][CH:18]=[C:10]([C:11]=43)[O:9][CH2:8]2)[CH2:6][CH2:5][CH2:4][CH2:3][CH2:2]1.[OH-].[Na+].C(OCC)(=O)C.O. (4) The reactants are: Br[C:2]1([F:17])[C:11](=[O:12])[C:10]2[CH:9]=[C:8]([C:13]([O:15][CH3:16])=[O:14])[CH:7]=[CH:6][C:5]=2[CH2:4][CH2:3]1.[Br-].[Li+].CN(C=O)C. Given the product [F:17][C:2]1[C:11]([OH:12])=[C:10]2[C:5]([CH:6]=[CH:7][C:8]([C:13]([O:15][CH3:16])=[O:14])=[CH:9]2)=[CH:4][CH:3]=1, predict the reactants needed to synthesize it. (5) Given the product [CH3:1][O:2][C:3]1[CH:4]=[C:5]2[C:10](=[CH:11][C:12]=1[O:13][CH3:14])[N:9]=[CH:8][CH:7]=[C:6]2[O:15][C:16]1[CH:22]=[CH:21][C:19]([NH:20][C:35]([NH:52][C@@H:50]([C:47]2[CH:48]=[CH:49][C:44]([F:43])=[CH:45][CH:46]=2)[CH3:51])=[O:41])=[C:18]([CH3:23])[CH:17]=1, predict the reactants needed to synthesize it. The reactants are: [CH3:1][O:2][C:3]1[CH:4]=[C:5]2[C:10](=[CH:11][C:12]=1[O:13][CH3:14])[N:9]=[CH:8][CH:7]=[C:6]2[O:15][C:16]1[CH:22]=[CH:21][C:19]([NH2:20])=[C:18]([CH3:23])[CH:17]=1.C(N(CC)CC)C.ClC(Cl)(O[C:35](=[O:41])OC(Cl)(Cl)Cl)Cl.[F:43][C:44]1[CH:49]=[CH:48][C:47]([C@H:50]([NH2:52])[CH3:51])=[CH:46][CH:45]=1. (6) Given the product [F:1][C@H:2]1[CH2:19][C@@:17]2([CH3:18])[C@@H:13]([CH2:14][CH2:15][C@@H:16]2[OH:20])[C@H:12]2[C@H:3]1[C@@H:4]1[C:9]([CH2:10][C@H:11]2[CH3:21])=[CH:8][C:7](=[O:22])[CH2:6][CH2:5]1, predict the reactants needed to synthesize it. The reactants are: [F:1][C@H:2]1[CH2:19][C@@:17]2([CH3:18])[C@@H:13]([CH2:14][CH2:15][C:16]2=[O:20])[C@H:12]2[C@H:3]1[C@@H:4]1[C:9]([CH2:10][C@H:11]2[CH3:21])=[CH:8][C:7](=[O:22])[CH2:6][CH2:5]1.S(=O)(=O)(O)O. (7) Given the product [I:11][CH2:7][O:18][CH2:17][CH2:16][Si:15]([CH3:22])([CH3:21])[CH3:14], predict the reactants needed to synthesize it. The reactants are: IC1C2C(=C[C:7]([I:11])=CC=2)NN=1.[OH-].[K+].[CH3:14][Si:15]([CH3:22])([CH3:21])[CH2:16][CH2:17][O:18]CCl.